From a dataset of Forward reaction prediction with 1.9M reactions from USPTO patents (1976-2016). Predict the product of the given reaction. Given the reactants C=[C:2]1[CH2:7][C:6]2([CH2:12][CH2:11][N:10]([C:13]([O:15][C:16]([CH3:19])([CH3:18])[CH3:17])=[O:14])[CH2:9][CH2:8]2)[O:5][CH2:4][CH2:3]1.I([O-])(=O)(=O)=[O:21].[Na+].O, predict the reaction product. The product is: [O:21]=[C:2]1[CH2:7][C:6]2([CH2:12][CH2:11][N:10]([C:13]([O:15][C:16]([CH3:19])([CH3:18])[CH3:17])=[O:14])[CH2:9][CH2:8]2)[O:5][CH2:4][CH2:3]1.